Dataset: NCI-60 drug combinations with 297,098 pairs across 59 cell lines. Task: Regression. Given two drug SMILES strings and cell line genomic features, predict the synergy score measuring deviation from expected non-interaction effect. Drug 1: C1=C(C(=O)NC(=O)N1)F. Drug 2: CC1=C(N=C(N=C1N)C(CC(=O)N)NCC(C(=O)N)N)C(=O)NC(C(C2=CN=CN2)OC3C(C(C(C(O3)CO)O)O)OC4C(C(C(C(O4)CO)O)OC(=O)N)O)C(=O)NC(C)C(C(C)C(=O)NC(C(C)O)C(=O)NCCC5=NC(=CS5)C6=NC(=CS6)C(=O)NCCC[S+](C)C)O. Cell line: NCI-H522. Synergy scores: CSS=10.7, Synergy_ZIP=-5.49, Synergy_Bliss=-1.21, Synergy_Loewe=-3.95, Synergy_HSA=-0.746.